Dataset: Peptide-MHC class I binding affinity with 185,985 pairs from IEDB/IMGT. Task: Regression. Given a peptide amino acid sequence and an MHC pseudo amino acid sequence, predict their binding affinity value. This is MHC class I binding data. (1) The peptide sequence is MLCLHHAYQ. The MHC is HLA-A24:02 with pseudo-sequence HLA-A24:02. The binding affinity (normalized) is 0.0575. (2) The peptide sequence is AEIIRMMEGA. The MHC is HLA-B40:02 with pseudo-sequence HLA-B40:02. The binding affinity (normalized) is 0.396. (3) The peptide sequence is SAFNDDGIY. The MHC is HLA-A03:01 with pseudo-sequence HLA-A03:01. The binding affinity (normalized) is 0. (4) The peptide sequence is YRKPSGGVF. The MHC is HLA-A01:01 with pseudo-sequence HLA-A01:01. The binding affinity (normalized) is 0.0847. (5) The peptide sequence is VMCIQMKYV. The MHC is HLA-A02:50 with pseudo-sequence HLA-A02:50. The binding affinity (normalized) is 0.728.